This data is from Reaction yield outcomes from USPTO patents with 853,638 reactions. The task is: Predict the reaction yield, written as a fraction of the theoretical maximum amount of product (1.0 means a 100% yield; for example, 0.34 means a 34% yield). (1) The reactants are [NH:1]1[C:9]2[C:4](=[CH:5][CH:6]=[CH:7][CH:8]=2)[C:3]([CH2:10][CH2:11][NH2:12])=[CH:2]1.[C:13](O[C:13]([O:15][C:16]([CH3:19])([CH3:18])[CH3:17])=[O:14])([O:15][C:16]([CH3:19])([CH3:18])[CH3:17])=[O:14]. The catalyst is C1COCC1. The product is [C:16]([O:15][C:13](=[O:14])[NH:12][CH2:11][CH2:10][C:3]1[C:4]2[C:9](=[CH:8][CH:7]=[CH:6][CH:5]=2)[NH:1][CH:2]=1)([CH3:19])([CH3:18])[CH3:17]. The yield is 0.920. (2) The reactants are [CH3:1][C:2]1[CH:7]=[CH:6][N:5]=[C:4]([S:8][CH3:9])[N:3]=1.[F:10][C:11]1[CH:21]=[CH:20][C:14]([C:15](OCC)=[O:16])=[CH:13][CH:12]=1.C[Si]([N-][Si](C)(C)C)(C)C.[Li+]. The catalyst is O1CCCC1. The product is [F:10][C:11]1[CH:21]=[CH:20][C:14]([C:15](=[O:16])[CH2:1][C:2]2[CH:7]=[CH:6][N:5]=[C:4]([S:8][CH3:9])[N:3]=2)=[CH:13][CH:12]=1. The yield is 0.750. (3) The reactants are [CH2:1]([O:8][C:9]1[CH:10]=[CH:11][C:12]([CH2:15]Cl)=[N:13][CH:14]=1)[C:2]1[CH:7]=[CH:6][CH:5]=[CH:4][CH:3]=1.O.[C-:18]#[N:19].[Na+]. The catalyst is C(O)C. The product is [CH2:1]([O:8][C:9]1[CH:10]=[CH:11][C:12]([CH2:15][C:18]#[N:19])=[N:13][CH:14]=1)[C:2]1[CH:7]=[CH:6][CH:5]=[CH:4][CH:3]=1. The yield is 0.870. (4) The reactants are [NH2:1][C@H:2]([CH3:23])[CH2:3][NH:4][C:5]1[C:9]2=[C:10]3[C:15](=[CH:16][CH:17]=[C:8]2[S:7][C:6]=1[C:18](OCC)=[O:19])[N:14]=[CH:13][CH:12]=[CH:11]3.C[O-].[Na+]. The catalyst is CO. The product is [CH3:23][C@@H:2]1[CH2:3][NH:4][C:5]2[C:9]3[C:10]4[CH:11]=[CH:12][CH:13]=[N:14][C:15]=4[CH:16]=[CH:17][C:8]=3[S:7][C:6]=2[C:18](=[O:19])[NH:1]1. The yield is 0.520. (5) The reactants are Cl[C:2]1[C:3](=[O:18])[N:4]([CH:15]([CH3:17])[CH3:16])[S:5](=[O:14])(=[O:13])[C:6]=1[C:7]1[CH:12]=[CH:11][CH:10]=[CH:9][CH:8]=1.[NH2:19][CH2:20][CH2:21][OH:22]. The catalyst is CN(C=O)C.CCOC(C)=O. The product is [OH:22][CH2:21][CH2:20][NH:19][C:2]1[C:3](=[O:18])[N:4]([CH:15]([CH3:17])[CH3:16])[S:5](=[O:14])(=[O:13])[C:6]=1[C:7]1[CH:12]=[CH:11][CH:10]=[CH:9][CH:8]=1. The yield is 0.991. (6) The reactants are [OH:1]/[N:2]=[C:3](/[C:6]1[CH:11]=[CH:10][CH:9]=[C:8]([O:12][CH3:13])[CH:7]=1)\[C:4]#[N:5].Cl.Cl[CH2:16][C:17]1[N:18]=[C:19]([NH2:22])[S:20][CH:21]=1.[I-].[K+].C(=O)([O-])[O-].[Cs+].[Cs+]. The catalyst is C(#N)C.CN(C=O)C. The product is [NH2:22][C:19]1[S:20][CH:21]=[C:17]([CH2:16][O:1]/[N:2]=[C:3](/[C:6]2[CH:11]=[CH:10][CH:9]=[C:8]([O:12][CH3:13])[CH:7]=2)\[C:4]#[N:5])[N:18]=1. The yield is 0.910. (7) The reactants are [F:1][C:2]1[CH:27]=[C:26]([S:28]([CH3:31])(=[O:30])=[O:29])[CH:25]=[CH:24][C:3]=1[O:4][C@H:5]1[CH2:9][CH2:8][N:7]([CH:10]2[CH2:15][CH2:14][N:13](C(OC(C)(C)C)=O)[CH2:12][CH2:11]2)[C:6]1=[O:23].[ClH:32]. The catalyst is C(Cl)Cl.O1CCOCC1. The product is [ClH:32].[F:1][C:2]1[CH:27]=[C:26]([S:28]([CH3:31])(=[O:30])=[O:29])[CH:25]=[CH:24][C:3]=1[O:4][C@H:5]1[CH2:9][CH2:8][N:7]([CH:10]2[CH2:11][CH2:12][NH:13][CH2:14][CH2:15]2)[C:6]1=[O:23]. The yield is 1.09. (8) The reactants are [CH3:1][O:2][CH2:3][CH2:4][NH2:5].[CH2:6](N(CC)CC)[CH3:7].F[C:14]1[C:15]([C:20]([O-:22])=[O:21])=[N:16][CH:17]=[CH:18][CH:19]=1. The catalyst is C(#N)C. The product is [CH3:1][O:2][CH2:3][CH2:4][NH:5][C:14]1[C:15]([C:20]([O:22][CH2:6][CH3:7])=[O:21])=[N:16][CH:17]=[CH:18][CH:19]=1. The yield is 0.860. (9) The reactants are C(OC([N:8]1[CH2:12][CH:11]([NH:13][C:14]([C:16]2[CH:17]=[N:18][CH:19]=[CH:20][C:21]=2[NH:22][C:23]2[C:28]([O:29][CH3:30])=[CH:27][N:26]=[C:25]([C:31]3[CH:36]=[C:35]([Cl:37])[CH:34]=[CH:33][C:32]=3[F:38])[N:24]=2)=[O:15])[CH2:10][CH:9]1[C:39](=[O:43])[N:40]([CH3:42])[CH3:41])=O)(C)(C)C. The catalyst is O1CCOCC1. The product is [Cl:37][C:35]1[CH:34]=[CH:33][C:32]([F:38])=[C:31]([C:25]2[N:24]=[C:23]([NH:22][C:21]3[C:16]([C:14]([NH:13][CH:11]4[CH2:10][CH:9]([C:39](=[O:43])[N:40]([CH3:42])[CH3:41])[NH:8][CH2:12]4)=[O:15])=[CH:17][N:18]=[CH:19][CH:20]=3)[C:28]([O:29][CH3:30])=[CH:27][N:26]=2)[CH:36]=1. The yield is 0.650. (10) The reactants are [OH:1][C:2]1[CH:3]=[C:4]([CH:7]=[CH:8][CH:9]=1)[CH:5]=[O:6].I[CH:11]([CH3:13])[CH3:12].C(=O)([O-])[O-].[K+].[K+].O. The catalyst is C(O)(C)C. The product is [CH:11]([O:1][C:2]1[CH:3]=[C:4]([CH:7]=[CH:8][CH:9]=1)[CH:5]=[O:6])([CH3:13])[CH3:12]. The yield is 0.670.